From a dataset of Reaction yield outcomes from USPTO patents with 853,638 reactions. Predict the reaction yield, written as a fraction of the theoretical maximum amount of product (1.0 means a 100% yield; for example, 0.34 means a 34% yield). (1) The reactants are CC1(C)P([C:12]2[C:17]([O:18][CH3:19])=[CH:16][CH:15]=[C:14](OC)[C:13]=2C2C(C(C)C)=CC(C(C)C)=CC=2C(C)C)C(C)(C)CC2(OCCO2)C1.C(=O)([O-])[O-].[Cs+].[Cs+].[CH2:46]([OH:50])[CH2:47][CH2:48][CH3:49].ClC1C=CC=CC=1OC. The catalyst is C1(C)C=CC=CC=1.C(OCC)(=O)C.C([O-])(=O)C.[Pd+2].C([O-])(=O)C. The product is [CH2:46]([O:50][C:12]1[CH:13]=[CH:14][CH:15]=[CH:16][C:17]=1[O:18][CH3:19])[CH2:47][CH2:48][CH3:49]. The yield is 0.620. (2) The reactants are [NH2:1][C:2]1[C:11]2[C:6](=[C:7](Br)[CH:8]=[CH:9][CH:10]=2)[N:5]=[N:4][C:3]=1[C:13]([NH:15][CH:16]1[CH2:18][CH2:17]1)=[O:14].[CH3:19][C:20]1[CH:25]=[CH:24][N:23]=[CH:22][C:21]=1B(O)O. No catalyst specified. The product is [NH2:1][C:2]1[C:11]2[C:6](=[C:7]([C:21]3[CH:22]=[N:23][CH:24]=[CH:25][C:20]=3[CH3:19])[CH:8]=[CH:9][CH:10]=2)[N:5]=[N:4][C:3]=1[C:13]([NH:15][CH:16]1[CH2:18][CH2:17]1)=[O:14]. The yield is 0.640. (3) The reactants are [C:1]([C:5]1[CH:31]=[CH:30][C:8]([CH2:9][N:10]2[C:18]3[C:13](=[CH:14][C:15]([C:19]4[CH:24]=[CH:23][C:22]([O:25][C:26]([F:29])([F:28])[F:27])=[CH:21][CH:20]=4)=[CH:16][CH:17]=3)[CH:12]=[CH:11]2)=[CH:7][CH:6]=1)([CH3:4])([CH3:3])[CH3:2].[C:32](Cl)(=[O:36])[C:33](Cl)=[O:34].[CH2:38]([OH:40])[CH3:39]. No catalyst specified. The product is [CH2:38]([O:40][C:32](=[O:36])[C:33]([C:12]1[C:13]2[C:18](=[CH:17][CH:16]=[C:15]([C:19]3[CH:24]=[CH:23][C:22]([O:25][C:26]([F:28])([F:29])[F:27])=[CH:21][CH:20]=3)[CH:14]=2)[N:10]([CH2:9][C:8]2[CH:30]=[CH:31][C:5]([C:1]([CH3:4])([CH3:2])[CH3:3])=[CH:6][CH:7]=2)[CH:11]=1)=[O:34])[CH3:39]. The yield is 0.590. (4) The reactants are C([O:4][CH2:5][C:6]1[O:10][N:9]=[C:8]([C:11]2[CH:16]=[CH:15][CH:14]=[CH:13][CH:12]=2)[C:7]=1[C:17]1[CH:22]=[CH:21][C:20]([S:23]([NH:26][C:27](=[O:30])[CH2:28][CH3:29])(=[O:25])=[O:24])=[CH:19][CH:18]=1)CC.[OH-].[Na+].Cl. The catalyst is CO. The product is [OH:4][CH2:5][C:6]1[O:10][N:9]=[C:8]([C:11]2[CH:12]=[CH:13][CH:14]=[CH:15][CH:16]=2)[C:7]=1[C:17]1[CH:22]=[CH:21][C:20]([S:23]([NH:26][C:27](=[O:30])[CH2:28][CH3:29])(=[O:24])=[O:25])=[CH:19][CH:18]=1. The yield is 0.830. (5) The reactants are [CH2:1]([NH:3][C:4]1[CH:8]=[C:7]([C:9]2[CH:14]=[CH:13][N:12]=[CH:11][CH:10]=2)[S:6][C:5]=1[C:15]([NH2:17])=[O:16])[CH3:2].[CH3:18][C:19]([CH3:21])=O.O.C1(C)C=CC(S(O)(=O)=O)=CC=1.C(=O)([O-])O.[Na+]. The catalyst is C(O)(=O)C. The product is [CH2:1]([N:3]1[C:4]2[CH:8]=[C:7]([C:9]3[CH:14]=[CH:13][N:12]=[CH:11][CH:10]=3)[S:6][C:5]=2[C:15](=[O:16])[NH:17][C:19]1([CH3:21])[CH3:18])[CH3:2]. The yield is 0.630. (6) The catalyst is CN(C)C(=O)C.[C].[Pd]. The product is [OH:8][C:9]1[CH:10]=[CH:11][C:12]2[N:31]=[C:16]([CH2:17][O:18][C:19]3[CH:20]=[C:21]([CH:26]=[CH:27][CH:28]=3)[C:22]([O:24][CH3:25])=[O:23])[N:15]([CH3:30])[C:13]=2[CH:14]=1. The yield is 0.950. The reactants are C([O:8][C:9]1[CH:10]=[CH:11][C:12]([N+:31]([O-])=O)=[C:13]([N:15]([CH3:30])[C:16](=O)[CH2:17][O:18][C:19]2[CH:20]=[C:21]([CH:26]=[CH:27][CH:28]=2)[C:22]([O:24][CH3:25])=[O:23])[CH:14]=1)C1C=CC=CC=1.[H][H]. (7) The reactants are [H-].[H-].[H-].[H-].[Li+].[Al+3].[N+:7]([CH2:10][CH3:11])([O-:9])=[O:8].[CH:12](=[O:19])[C:13]1[CH:18]=[CH:17][CH:16]=[N:15][CH:14]=1. The catalyst is C1COCC1. The product is [N+:7]([CH:10]([CH3:11])[CH:12]([C:13]1[CH:14]=[N:15][CH:16]=[CH:17][CH:18]=1)[OH:19])([O-:9])=[O:8]. The yield is 0.630. (8) The reactants are [CH3:1][C:2]1[CH:7]=[C:6]([CH3:8])[NH:5][C:4](=[O:9])[C:3]=1[CH2:10][NH:11][C:12]([C:14]1[C:19]([CH3:20])=[C:18]([C:21]2[N:25]([CH3:26])[N:24]=[CH:23][CH:22]=2)[N:17]=[C:16](S(C)=O)[N:15]=1)=[O:13].CN(C=O)C.[CH3:35][C:36](C)([O-:38])C.[K+].C(O)(=O)C. The catalyst is CCO. The product is [CH3:1][C:2]1[CH:7]=[C:6]([CH3:8])[NH:5][C:4](=[O:9])[C:3]=1[CH2:10][NH:11][C:12]([C:14]1[C:19]([CH3:20])=[C:18]([C:21]2[N:25]([CH3:26])[N:24]=[CH:23][CH:22]=2)[N:17]=[C:16]([O:38][CH2:36][CH3:35])[N:15]=1)=[O:13]. The yield is 0.430. (9) The reactants are [Br:1][C:2]1[C:3]([F:10])=[C:4]([CH:7]=[CH:8][CH:9]=1)[CH:5]=[O:6].[N:11]1[CH:16]=[CH:15][CH:14]=[CH:13][C:12]=1[Mg]Br. The catalyst is C1COCC1.C(Cl)Cl. The product is [Br:1][C:2]1[C:3]([F:10])=[C:4]([CH:5]([C:12]2[CH:13]=[CH:14][CH:15]=[CH:16][N:11]=2)[OH:6])[CH:7]=[CH:8][CH:9]=1. The yield is 0.225.